Dataset: Plasma protein binding rate (PPBR) regression data from AstraZeneca. Task: Regression/Classification. Given a drug SMILES string, predict its absorption, distribution, metabolism, or excretion properties. Task type varies by dataset: regression for continuous measurements (e.g., permeability, clearance, half-life) or binary classification for categorical outcomes (e.g., BBB penetration, CYP inhibition). For this dataset (ppbr_az), we predict Y. (1) The compound is CCNC(=O)C[C@H]1N=C(c2ccc(Cl)cc2)c2cc(OC)ccc2-n2c(C)nnc21. The Y is 93.1 %. (2) The molecule is CC1=NC(c2ccc(F)cc2)(c2cccc(-c3cccnc3)c2)N=C1N. The Y is 95.1 %.